Binary Classification. Given a drug SMILES string, predict its activity (active/inactive) in a high-throughput screening assay against a specified biological target. From a dataset of HIV replication inhibition screening data with 41,000+ compounds from the AIDS Antiviral Screen. (1) The drug is CCOC(=O)C(=Cc1ccc(C#N)cc1)C(=O)OCC. The result is 0 (inactive). (2) The compound is NC(=S)NNC(=O)CCC(=O)Nc1ccccc1Cl. The result is 0 (inactive). (3) The drug is CC(=O)OC1COC(OC2CC3(C)C4CC=C5C(C=C(O)CC5(C)C)C4(C)CCC3(C)C2C(C)(O)C(=O)C=CC(C)(C)O)C(OC(C)=O)C1O. The result is 0 (inactive). (4) The drug is CC(=O)c1c(C)nc(SSc2nc(C)c(C(C)=O)c(-c3ccc(Cl)cc3)c2C#N)c(C#N)c1-c1ccc(Cl)cc1. The result is 0 (inactive). (5) The compound is CN1CC2(c3ccccc3)CN(C)CC(c3ccccc3)(C1)C2=O. The result is 0 (inactive). (6) The molecule is O=C(C=P(c1ccccc1)(c1ccccc1)c1ccccc1)c1ccccc1-c1ccccc1C(=O)C=P(c1ccccc1)(c1ccccc1)c1ccccc1. The result is 0 (inactive). (7) The molecule is O=C(C=C1Nc2ccccc2C(=O)N1c1ccccc1Cl)c1ccccc1. The result is 0 (inactive). (8) The molecule is O=C1C(=Cc2ccccc2)CN(C(=O)OCc2ccccc2)CC1=Cc1ccccc1. The result is 0 (inactive). (9) The result is 0 (inactive). The compound is COc1ccc(S(=O)(=O)N(C)C)cc1C(=O)c1cc(S(=O)(=O)N(C)C)ccc1OC. (10) The compound is COC(=O)C(Cc1ccc(O)cc1)NC(=O)C(CC(=O)OCc1ccccc1)NC(=O)OCc1ccccc1. The result is 0 (inactive).